Dataset: Drug-target binding data from BindingDB using Ki measurements. Task: Regression. Given a target protein amino acid sequence and a drug SMILES string, predict the binding affinity score between them. We predict pKi (pKi = -log10(Ki in M); higher means stronger inhibition). Dataset: bindingdb_ki. (1) The compound is Fc1cc(COc2cc(OC[C@@H]3CCCN3)cnc2Cl)ccn1. The target protein (P12389) has sequence MTLSHSALQFWTHLYLWCLLLVPAVLTQQGSHTHAEDRLFKHLFGGYNRWARPVPNTSDVVIVRFGLSIAQLIDVDEKNQMMTTNVWLKQEWNDYKLRWDPAEFGNVTSLRVPSEMIWIPDIVLYNNADGEFAVTHMTKAHLFFTGTVHWVPPAIYKSSCSIDVTFFPFDQQNCKMKFGSWTYDKAKIDLEQMERTVDLKDYWESGEWAIINATGTYNSKKYDCCAEIYPDVTYYFVIRRLPLFYTINLIIPCLLISCLTVLVFYLPSECGEKITLCISVLLSLTVFLLLITEIIPSTSLVIPLIGEYLLFTMIFVTLSIVITVFVLNVHHRSPSTHNMPNWVRVALLGRVPRWLMMNRPLPPMELHGSPDLKLSPSYHWLETNMDAGEREETEEEEEEEDENICVCAGLPDSSMGVLYGHGGLHLRAMEPETKTPSQASEILLSPQIQKALEGVHYIADRLRSEDADSSVKEDWKYVAMVVDRIFLWLFIIVCFLGTIG.... The pKi is 9.9. (2) The small molecule is N=C(N)NCCCCCCCCNCCCCCCCCNC(=N)N. The pKi is 8.1. The target protein (O64411) has sequence MSSSPSFGLLAVAALLLALSLAQHGSLAATVGPRVIVVGAGMSGISAAKRLSEAGITDLLILEATDHIGGRMHKTNFAGINVELGANWVEGVNGGKMNPIWPIVNSTLKLRNFRSDFDYLAQNVYKEDGGVYDEDYVQKRIELADSVEEMGEKLSATLHASGRDDMSILAMQRLNEHQPNGPATPVDMVVDYYKFDYEFAEPPRVTSLQNTVPLATFSDFGDDVYFVADQRGYEAVVYYLAGQYLKTDDKSGKIVDPRLQLNKVVREIKYSPGGVTVKTEDNSVYSADYVMVSASLGVLQSDLIQFKPKLPTWKVRAIYQFDMAVYTKIFLKFPRKFWPEGKGREFFLYASSRRGYYGVWQEFEKQYPDANVLLVTVTDEESRRIEQQSDEQTKAEIMQVLRKMFPGKDVPDATDILVPRWWSDRFYKGTFSNWPVGVNRYEYDQLRAPVGRVYFTGEHTSEHYNGYVHGAYLSGIDSAEILINCAQKKMCKYHVQGKYD.... (3) The compound is CC(C)(C)NC(=O)[C@@H]1CN(Cc2cccnc2)CCN1C[C@@H](O)C[C@@H](Cc1ccccc1)C(=O)N[C@H]1c2ccccc2C[C@H]1O. The target protein sequence is PQITLWKRPLVTIKIGGQLKEALLDTGADDTVIEEMSLPGRWKPKMIGGVGGFIKVRQYDQIIIEIAGHKAIGTVLVGPTPVNIIGRNLLTQIGATLNF. The pKi is 7.6. (4) The small molecule is CN1C(c2csc(-c3ccc(O)cc3O)n2)SC[C@H]1C(=O)O. The target protein (P42512) has sequence MKTETKVIKGRQGIARNRHTPLCLGLLLALSPLAAAVADARKDGETELPDMVISGESTSATQPPGVTTLGKVPLKPRELPQSASVIDHERLEQQNLFSLDEAMQQATGVTVQPFQLLTTAYYVRGFKVDSFELDGVPALLGNTASSPQDMAIYERVEILRGSNGLLHGTGNPAATVNLVRKRPQREFAASTTLSAGRWDRYRAEVDVGGPLSASGNVRGRAVAAYEDRDYFYDVADQGTRLLYGVTEFDLSPDTLLTVGAQYQHIDSITNMAGVPMAKDGSNLGLSRDTYLDVDWDRFKWDTYRAFGSLEQQLGGGWKGKVSAEYQEADSRLRYAGSFGAIDPQTGDGGQLMGAAYKFKSIQRSLDANLNGPVRLFGLTHELLGGVTYAQGETRQDTARFLNLPNTPVNVYRWDPHGVPRPQIGQYTSPGTTTTTQKGLYALGRIKLAEPLTLVVGGRESWWDQDTPATRFKPGRQFTPYGGLIWDFARDWSWYVSYAEV.... The pKi is 8.2.